Dataset: Forward reaction prediction with 1.9M reactions from USPTO patents (1976-2016). Task: Predict the product of the given reaction. (1) Given the reactants [Cl:1][C:2]1[CH:3]=[C:4]2[C:9](=[C:10]([Cl:12])[CH:11]=1)[CH2:8][N:7]([CH3:13])[CH2:6][CH:5]2[C:14]1[CH:19]=[CH:18][CH:17]=[CH:16][CH:15]=1.Cl[S:21]([OH:24])(=O)=[O:22].[NH3:25], predict the reaction product. The product is: [Cl:1][C:2]1[CH:3]=[C:4]2[C:9](=[C:10]([Cl:12])[CH:11]=1)[CH2:8][N:7]([CH3:13])[CH2:6][CH:5]2[C:14]1[CH:15]=[CH:16][C:17]([S:21]([NH2:25])(=[O:24])=[O:22])=[CH:18][CH:19]=1. (2) Given the reactants [CH3:1][C:2]1[CH:7]=[CH:6][C:5]([CH3:8])=[CH:4][C:3]=1[OH:9].CS(O[CH2:15][CH:16]1[CH2:21][CH2:20][N:19]([S:22]([CH3:25])(=[O:24])=[O:23])[CH2:18][CH2:17]1)(=O)=O.[H-].[Na+].C(=O)([O-])O.[Na+], predict the reaction product. The product is: [CH3:1][C:2]1[CH:7]=[CH:6][C:5]([CH3:8])=[CH:4][C:3]=1[O:9][CH2:15][CH:16]1[CH2:21][CH2:20][N:19]([S:22]([CH3:25])(=[O:24])=[O:23])[CH2:18][CH2:17]1. (3) Given the reactants CC1(C)C(C)(C)OB([C:9]2[CH:10]=[C:11]3[C:15](=[CH:16][CH:17]=2)[C:14](=[O:18])[CH2:13][CH2:12]3)O1.Br[C:21]1[N:26]=[C:25]([CH3:27])[CH:24]=[CH:23][N:22]=1.C(=O)([O-])[O-].[Na+].[Na+], predict the reaction product. The product is: [CH3:27][C:25]1[CH:24]=[CH:23][N:22]=[C:21]([C:9]2[CH:10]=[C:11]3[C:15](=[CH:16][CH:17]=2)[C:14](=[O:18])[CH2:13][CH2:12]3)[N:26]=1.